Dataset: NCI-60 drug combinations with 297,098 pairs across 59 cell lines. Task: Regression. Given two drug SMILES strings and cell line genomic features, predict the synergy score measuring deviation from expected non-interaction effect. Drug 1: CCC1(CC2CC(C3=C(CCN(C2)C1)C4=CC=CC=C4N3)(C5=C(C=C6C(=C5)C78CCN9C7C(C=CC9)(C(C(C8N6C=O)(C(=O)OC)O)OC(=O)C)CC)OC)C(=O)OC)O.OS(=O)(=O)O. Drug 2: CC1=C(C(=O)C2=C(C1=O)N3CC4C(C3(C2COC(=O)N)OC)N4)N. Cell line: OVCAR-4. Synergy scores: CSS=5.95, Synergy_ZIP=-1.73, Synergy_Bliss=-0.969, Synergy_Loewe=-4.53, Synergy_HSA=-3.36.